This data is from NCI-60 drug combinations with 297,098 pairs across 59 cell lines. The task is: Regression. Given two drug SMILES strings and cell line genomic features, predict the synergy score measuring deviation from expected non-interaction effect. (1) Drug 1: CC1C(C(CC(O1)OC2CC(CC3=C2C(=C4C(=C3O)C(=O)C5=C(C4=O)C(=CC=C5)OC)O)(C(=O)C)O)N)O.Cl. Drug 2: CC1=C(C(=O)C2=C(C1=O)N3CC4C(C3(C2COC(=O)N)OC)N4)N. Cell line: MCF7. Synergy scores: CSS=37.3, Synergy_ZIP=2.85, Synergy_Bliss=3.91, Synergy_Loewe=4.79, Synergy_HSA=6.46. (2) Drug 2: CC1=C2C(C(=O)C3(C(CC4C(C3C(C(C2(C)C)(CC1OC(=O)C(C(C5=CC=CC=C5)NC(=O)C6=CC=CC=C6)O)O)OC(=O)C7=CC=CC=C7)(CO4)OC(=O)C)O)C)OC(=O)C. Cell line: TK-10. Drug 1: CC1C(C(=O)NC(C(=O)N2CCCC2C(=O)N(CC(=O)N(C(C(=O)O1)C(C)C)C)C)C(C)C)NC(=O)C3=C4C(=C(C=C3)C)OC5=C(C(=O)C(=C(C5=N4)C(=O)NC6C(OC(=O)C(N(C(=O)CN(C(=O)C7CCCN7C(=O)C(NC6=O)C(C)C)C)C)C(C)C)C)N)C. Synergy scores: CSS=3.48, Synergy_ZIP=10.4, Synergy_Bliss=11.8, Synergy_Loewe=-6.25, Synergy_HSA=-3.72. (3) Synergy scores: CSS=-1.17, Synergy_ZIP=-1.30, Synergy_Bliss=-0.634, Synergy_Loewe=-3.96, Synergy_HSA=-1.49. Drug 1: CS(=O)(=O)C1=CC(=C(C=C1)C(=O)NC2=CC(=C(C=C2)Cl)C3=CC=CC=N3)Cl. Drug 2: COC1=C2C(=CC3=C1OC=C3)C=CC(=O)O2. Cell line: OVCAR-8. (4) Drug 1: C1=CC=C(C=C1)NC(=O)CCCCCCC(=O)NO. Drug 2: CN(CCCl)CCCl.Cl. Cell line: SK-MEL-28. Synergy scores: CSS=10.0, Synergy_ZIP=-2.09, Synergy_Bliss=3.97, Synergy_Loewe=-2.18, Synergy_HSA=0.701. (5) Drug 1: CC1=C(C=C(C=C1)NC2=NC=CC(=N2)N(C)C3=CC4=NN(C(=C4C=C3)C)C)S(=O)(=O)N.Cl. Drug 2: CC12CCC3C(C1CCC2=O)CC(=C)C4=CC(=O)C=CC34C. Cell line: NCIH23. Synergy scores: CSS=15.9, Synergy_ZIP=-0.721, Synergy_Bliss=-0.762, Synergy_Loewe=-17.1, Synergy_HSA=-0.480. (6) Cell line: BT-549. Drug 2: CC(CN1CC(=O)NC(=O)C1)N2CC(=O)NC(=O)C2. Drug 1: C1=CC(=CC=C1CCC2=CNC3=C2C(=O)NC(=N3)N)C(=O)NC(CCC(=O)O)C(=O)O. Synergy scores: CSS=17.4, Synergy_ZIP=-8.21, Synergy_Bliss=0.213, Synergy_Loewe=2.02, Synergy_HSA=3.78.